Dataset: Ames mutagenicity test results for genotoxicity prediction. Task: Regression/Classification. Given a drug SMILES string, predict its toxicity properties. Task type varies by dataset: regression for continuous values (e.g., LD50, hERG inhibition percentage) or binary classification for toxic/non-toxic outcomes (e.g., AMES mutagenicity, cardiotoxicity, hepatotoxicity). Dataset: ames. The molecule is COC1=CC(=O)c2c(nc(C)c3c2[nH]c2ccccc23)C1=O. The result is 1 (mutagenic).